The task is: Predict the product of the given reaction.. This data is from Forward reaction prediction with 1.9M reactions from USPTO patents (1976-2016). (1) The product is: [F:23][C:21]1[CH:22]=[C:13]([NH:12][S:8]([C:5]2[CH:4]=[CH:3][C:2]([I:1])=[CH:7][N:6]=2)(=[O:10])=[O:9])[CH:14]=[C:15]([F:24])[C:16]=1[C:17]([O:19][CH3:20])=[O:18]. Given the reactants [I:1][C:2]1[CH:3]=[CH:4][C:5]([S:8](Cl)(=[O:10])=[O:9])=[N:6][CH:7]=1.[NH2:12][C:13]1[CH:22]=[C:21]([F:23])[C:16]([C:17]([O:19][CH3:20])=[O:18])=[C:15]([F:24])[CH:14]=1.N1C=CC=CC=1, predict the reaction product. (2) Given the reactants [NH:1]1[CH2:6][CH2:5][CH:4]([C:7]([C:9]2[CH:14]=[CH:13][CH:12]=[C:11]([C:15]([F:18])([F:17])[F:16])[CH:10]=2)=[O:8])[CH2:3][CH2:2]1.[C:19]1([C:25]2[NH:26][C:27]([CH:30]=O)=[CH:28][N:29]=2)[CH:24]=[CH:23][CH:22]=[CH:21][CH:20]=1, predict the reaction product. The product is: [C:19]1([C:25]2[NH:26][C:27]([CH2:30][N:1]3[CH2:2][CH2:3][CH:4]([C:7]([C:9]4[CH:14]=[CH:13][CH:12]=[C:11]([C:15]([F:16])([F:17])[F:18])[CH:10]=4)=[O:8])[CH2:5][CH2:6]3)=[CH:28][N:29]=2)[CH:20]=[CH:21][CH:22]=[CH:23][CH:24]=1. (3) Given the reactants Cl[C:2]1[C:7]([Cl:8])=[CH:6][C:5]([N+:9]([O-:11])=[O:10])=[CH:4][N:3]=1.[NH:12]1[CH2:17][CH2:16][O:15][CH2:14][CH2:13]1, predict the reaction product. The product is: [Cl:8][C:7]1[C:2]([N:12]2[CH2:17][CH2:16][O:15][CH2:14][CH2:13]2)=[N:3][CH:4]=[C:5]([N+:9]([O-:11])=[O:10])[CH:6]=1.